This data is from Catalyst prediction with 721,799 reactions and 888 catalyst types from USPTO. The task is: Predict which catalyst facilitates the given reaction. (1) Reactant: [CH2:1]([N:3]1[C:7]([CH2:8][CH2:9][S:10]([CH3:13])(=[O:12])=[O:11])=[CH:6][C:5]([C:14]([NH2:16])=O)=[N:4]1)[CH3:2].[OH-].[NH4+]. Product: [CH2:1]([N:3]1[C:7]([CH2:8][CH2:9][S:10]([CH3:13])(=[O:12])=[O:11])=[CH:6][C:5]([C:14]#[N:16])=[N:4]1)[CH3:2]. The catalyst class is: 286. (2) Reactant: [Br:1][C:2]1[CH:3]=[CH:4][C:5]([O:19][CH3:20])=[C:6]([C:8]([CH3:18])([CH3:17])[CH2:9][C:10]2([C:13]([F:16])([F:15])[F:14])[CH2:12][O:11]2)[CH:7]=1.[OH:21][C:22]1[C:31]2[C:26](=[CH:27][CH:28]=[CH:29][CH:30]=2)[N:25]=[CH:24][CH:23]=1.[O-]CC.[Na+]. Product: [Br:1][C:2]1[CH:3]=[CH:4][C:5]([O:19][CH3:20])=[C:6]([C:8]([CH3:18])([CH3:17])[CH2:9][C:10]([OH:11])([C:13]([F:16])([F:15])[F:14])[CH2:12][N:25]2[C:26]3[C:31](=[CH:30][CH:29]=[CH:28][CH:27]=3)[C:22](=[O:21])[CH:23]=[CH:24]2)[CH:7]=1. The catalyst class is: 8. (3) Reactant: [F:1][C:2]1[CH:3]=[C:4]([NH:12][C:13]([CH3:18])([CH3:17])[C:14]([OH:16])=O)[CH:5]=[CH:6][C:7]=1[C:8](=[O:11])[NH:9][CH3:10].[NH2:19][C:20]1[CH:27]=[CH:26][C:23]([C:24]#[N:25])=[C:22]([C:28]([F:31])([F:30])[F:29])[CH:21]=1.O. Product: [C:24]([C:23]1[CH:26]=[CH:27][C:20]([NH:19][C:14]([C:13]([NH:12][C:4]2[CH:5]=[CH:6][C:7]([C:8]([NH:9][CH3:10])=[O:11])=[C:2]([F:1])[CH:3]=2)([CH3:18])[CH3:17])=[O:16])=[CH:21][C:22]=1[C:28]([F:29])([F:30])[F:31])#[N:25]. The catalyst class is: 2. (4) The catalyst class is: 178. Product: [CH2:20]([C:11]1[CH:10]=[C:9]([OH:8])[CH:19]=[CH:18][C:12]=1[C:13]([O:15][CH2:16][CH3:17])=[O:14])[CH3:21]. Reactant: C([O:8][C:9]1[CH:19]=[CH:18][C:12]([C:13]([O:15][CH2:16][CH3:17])=[O:14])=[C:11]([CH2:20][CH3:21])[CH:10]=1)C1C=CC=CC=1. (5) Reactant: [Cl:1][C:2]1[CH:7]=[CH:6][C:5]([CH:8]2[CH2:13][C:12](=[O:14])[NH:11][C:10]([CH3:15])=[C:9]2[C:16]([OH:18])=O)=[C:4]([F:19])[CH:3]=1.[Cl:20][C:21]1[C:29]2[C:24](=[CH:25][C:26]([F:31])=[C:27]([NH2:30])[CH:28]=2)[NH:23][N:22]=1.C(Cl)CCl.CCN(CC)CC. Product: [Cl:20][C:21]1[C:29]2[C:24](=[CH:25][C:26]([F:31])=[C:27]([NH:30][C:16]([C:9]3[CH:8]([C:5]4[CH:6]=[CH:7][C:2]([Cl:1])=[CH:3][C:4]=4[F:19])[CH2:13][C:12](=[O:14])[NH:11][C:10]=3[CH3:15])=[O:18])[CH:28]=2)[NH:23][N:22]=1. The catalyst class is: 861. (6) Reactant: C([O:3][C:4]([C:6]1[S:7][CH:8]=[C:9]([C:11]2[CH:16]=[CH:15][C:14]([CH:17]([C:29]3[CH:34]=[CH:33][C:32]([Cl:35])=[CH:31][C:30]=3[F:36])[CH2:18]/[C:19](=[N:27]\[OH:28])/[C:20]3[CH:25]=[CH:24][N:23]=[C:22]([CH3:26])[CH:21]=3)=[CH:13][CH:12]=2)[CH:10]=1)=[O:5])C.[Li+].[OH-].C(O)=O. Product: [Cl:35][C:32]1[CH:33]=[CH:34][C:29]([CH:17]([C:14]2[CH:13]=[CH:12][C:11]([C:9]3[CH:10]=[C:6]([C:4]([OH:5])=[O:3])[S:7][CH:8]=3)=[CH:16][CH:15]=2)[CH2:18]/[C:19](=[N:27]\[OH:28])/[C:20]2[CH:25]=[CH:24][N:23]=[C:22]([CH3:26])[CH:21]=2)=[C:30]([F:36])[CH:31]=1. The catalyst class is: 38. (7) The catalyst class is: 71. Reactant: [NH:1]1[C:5]2[CH:6]=[CH:7][CH:8]=[CH:9][C:4]=2[N:3]=[C:2]1[C:10]1[N:11]=[C:12](Cl)[C:13]2[C:14](=[CH:16][N:17](CC3C=CC(OC)=CC=3)[N:18]=2)[N:15]=1.[CH3:29][O:30][C:31]1[CH:32]=[C:33]([CH:35]=[CH:36][C:37]=1[O:38][CH3:39])[NH2:34].Cl. Product: [NH:3]1[C:4]2[CH:9]=[CH:8][CH:7]=[CH:6][C:5]=2[N:1]=[C:2]1[C:10]1[N:11]=[C:12]([NH:34][C:33]2[CH:35]=[CH:36][C:37]([O:38][CH3:39])=[C:31]([O:30][CH3:29])[CH:32]=2)[C:13]2[NH:18][N:17]=[CH:16][C:14]=2[N:15]=1. (8) Reactant: [OH:1][C:2]1[CH:7]=[CH:6][C:5]([CH2:8][CH2:9][NH:10][C:11]2[N:16]=[C:15]([C:17]3[CH:18]=[C:19]([CH:23]=[CH:24][CH:25]=3)[C:20](O)=[O:21])[CH:14]=[CH:13][N:12]=2)=[CH:4][CH:3]=1.C(OC(=O)[NH:32][CH2:33][CH2:34][CH2:35][NH2:36])(C)(C)C.C(Cl)CCl. Product: [NH2:32][CH2:33][CH2:34][CH2:35][NH:36][C:20](=[O:21])[C:19]1[CH:23]=[CH:24][CH:25]=[C:17]([C:15]2[CH:14]=[CH:13][N:12]=[C:11]([NH:10][CH2:9][CH2:8][C:5]3[CH:4]=[CH:3][C:2]([OH:1])=[CH:7][CH:6]=3)[N:16]=2)[CH:18]=1. The catalyst class is: 3. (9) Reactant: [CH:1]1(/[CH:4]=[CH:5]/[C:6]2[C:26]([CH3:27])=[CH:25][CH:24]=[CH:23][C:7]=2[C:8]([NH:10][C:11]2([C:20]([OH:22])=[O:21])[CH2:19][C:18]3[C:13](=[CH:14][CH:15]=[CH:16][CH:17]=3)[CH2:12]2)=[O:9])[CH2:3][CH2:2]1. Product: [CH:1]1([CH2:4][CH2:5][C:6]2[C:26]([CH3:27])=[CH:25][CH:24]=[CH:23][C:7]=2[C:8]([NH:10][C:11]2([C:20]([OH:22])=[O:21])[CH2:19][C:18]3[C:13](=[CH:14][CH:15]=[CH:16][CH:17]=3)[CH2:12]2)=[O:9])[CH2:2][CH2:3]1. The catalyst class is: 50.